Dataset: SARS-CoV-2 main protease (3CLPro) crystallographic fragment screen with 879 compounds. Task: Binary Classification. Given a drug SMILES string, predict its activity (active/inactive) in a high-throughput screening assay against a specified biological target. (1) The drug is CN(CCc1ccccn1)C(=O)c1ccccc1. The result is 0 (inactive). (2) The compound is CCOC(=O)c1ccc(F)cc1F. The result is 0 (inactive). (3) The compound is Cc1c(Cl)cccc1NC(=O)[C@@H]1CCCO1. The result is 0 (inactive). (4) The molecule is c1csc(-c2nnc[nH]2)n1. The result is 0 (inactive). (5) The compound is CC1CCN(C(=O)CC(F)(F)F)CC1. The result is 0 (inactive). (6) The compound is Cn1ccc(C(=O)Nc2cccc(C(=O)[O-])c2)n1. The result is 0 (inactive). (7) The compound is N#Cc1ccon1. The result is 0 (inactive). (8) The drug is Cc1nnc(N2CCCCC2)s1. The result is 0 (inactive). (9) The compound is CCN(CC)c1cccc(O)c1. The result is 0 (inactive).